This data is from Reaction yield outcomes from USPTO patents with 853,638 reactions. The task is: Predict the reaction yield, written as a fraction of the theoretical maximum amount of product (1.0 means a 100% yield; for example, 0.34 means a 34% yield). (1) The reactants are [CH2:1]([CH:3]1[CH2:7][CH:6]([CH2:8][OH:9])[CH2:5][CH:4]1[C:10]([O:12][C:13]([CH3:16])([CH3:15])[CH3:14])=[O:11])[CH3:2].[CH3:17][S:18](Cl)(=[O:20])=[O:19]. The catalyst is C(Cl)Cl. The product is [CH2:1]([CH:3]1[CH2:7][CH:6]([CH2:8][O:9][S:18]([CH3:17])(=[O:20])=[O:19])[CH2:5][CH:4]1[C:10]([O:12][C:13]([CH3:15])([CH3:14])[CH3:16])=[O:11])[CH3:2]. The yield is 1.00. (2) The reactants are [H-].[Al+3].[Li+].[H-].[H-].[H-].[Cl:7][C:8]1[CH:9]=[CH:10][C:11]2[CH2:12][C@H:13]3[C:20](=O)[NH:19][C@H:18]([CH3:22])[C:17](=O)[N:14]3[C:15]=2[CH:16]=1.[OH-].[Na+].S([O-])([O-])(=O)=O.[Mg+2].Cl. The catalyst is CCOCC.O. The product is [ClH:7].[Cl:7][C:8]1[CH:9]=[CH:10][C:11]2[CH2:12][C@H:13]3[CH2:20][NH:19][C@H:18]([CH3:22])[CH2:17][N:14]3[C:15]=2[CH:16]=1. The yield is 0.830.